Dataset: Reaction yield outcomes from USPTO patents with 853,638 reactions. Task: Predict the reaction yield, written as a fraction of the theoretical maximum amount of product (1.0 means a 100% yield; for example, 0.34 means a 34% yield). The reactants are [O:1]1[CH2:6]C[C:4](=O)[CH2:3][CH2:2]1.[CH2:8]=O.[CH2:10]([NH2:17])[C:11]1[CH:16]=[CH:15][CH:14]=[CH:13][CH:12]=1.[C:18]([OH:21])(=O)[CH3:19]. The catalyst is C(O)(C)C. The product is [CH2:10]([N:17]1[CH2:4][CH:3]2[C:18](=[O:21])[CH:19]([CH2:6][O:1][CH2:2]2)[CH2:8]1)[C:11]1[CH:16]=[CH:15][CH:14]=[CH:13][CH:12]=1. The yield is 0.370.